The task is: Predict the reaction yield, written as a fraction of the theoretical maximum amount of product (1.0 means a 100% yield; for example, 0.34 means a 34% yield).. This data is from Reaction yield outcomes from USPTO patents with 853,638 reactions. (1) The reactants are FC(F)(F)C(O)=O.[F:8][C:9]1[CH:27]=[C:26]([S:28]([CH3:31])(=[O:30])=[O:29])[C:25]([F:32])=[CH:24][C:10]=1[CH2:11][N:12]1[CH2:16][CH2:15][N:14]([CH:17]2[CH2:22][CH2:21][NH:20][CH2:19][CH2:18]2)[C:13]1=[O:23].C(N(C(C)C)C(C)C)C.[Cl:42][C:43]1[CH:48]=[N:47][C:46](Cl)=[CH:45][N:44]=1. The catalyst is CN(C=O)C.CCOC(C)=O. The product is [Cl:42][C:43]1[N:44]=[CH:45][C:46]([N:20]2[CH2:21][CH2:22][CH:17]([N:14]3[CH2:15][CH2:16][N:12]([CH2:11][C:10]4[CH:24]=[C:25]([F:32])[C:26]([S:28]([CH3:31])(=[O:30])=[O:29])=[CH:27][C:9]=4[F:8])[C:13]3=[O:23])[CH2:18][CH2:19]2)=[N:47][CH:48]=1. The yield is 0.0360. (2) The reactants are Br[C:2]1[CH:3]=[C:4]([O:8][CH2:9][CH3:10])[CH:5]=[CH:6][CH:7]=1.[Br:11][C:12]1[CH:23]=[CH:22][C:15]([C:16](N(OC)C)=[O:17])=[CH:14][CH:13]=1. No catalyst specified. The product is [CH3:4][OH:8].[Br:11][C:12]1[CH:23]=[CH:22][C:15]([C:16]([C:2]2[CH:7]=[CH:6][CH:5]=[C:4]([O:8][CH2:9][CH3:10])[CH:3]=2)=[O:17])=[CH:14][CH:13]=1. The yield is 0.470.